From a dataset of Full USPTO retrosynthesis dataset with 1.9M reactions from patents (1976-2016). Predict the reactants needed to synthesize the given product. (1) The reactants are: [N+:1]([C:4]1[CH:17]=[CH:16][C:7]([O:8][CH2:9][C:10]2[CH:15]=[CH:14][CH:13]=[CH:12][N:11]=2)=[CH:6][CH:5]=1)([O-])=O.[NH4+].[Cl-]. Given the product [NH2:1][C:4]1[CH:17]=[CH:16][C:7]([O:8][CH2:9][C:10]2[CH:15]=[CH:14][CH:13]=[CH:12][N:11]=2)=[CH:6][CH:5]=1, predict the reactants needed to synthesize it. (2) Given the product [F:9][C:10]1[CH:11]=[CH:12][C:13]([CH2:16][CH2:17][C:18]([O:20][CH3:21])=[O:19])=[CH:14][C:15]=1[I:7], predict the reactants needed to synthesize it. The reactants are: I([O-])(=O)(=O)=O.[Na+].[I:7]I.[F:9][C:10]1[CH:15]=[CH:14][C:13]([CH2:16][CH2:17][C:18]([O:20][CH3:21])=[O:19])=[CH:12][CH:11]=1. (3) Given the product [CH3:27][C:22]1([CH3:28])[C:23]([CH3:26])([CH3:25])[O:24][B:20]([C:2]2[CH:7]=[CH:6][C:5]([NH:8][C:9]3[O:10][C:11]4[CH:17]=[CH:16][C:15]([CH2:18][CH3:19])=[CH:14][C:12]=4[N:13]=3)=[CH:4][CH:3]=2)[O:21]1, predict the reactants needed to synthesize it. The reactants are: Br[C:2]1[CH:7]=[CH:6][C:5]([NH:8][C:9]2[O:10][C:11]3[CH:17]=[CH:16][C:15]([CH2:18][CH3:19])=[CH:14][C:12]=3[N:13]=2)=[CH:4][CH:3]=1.[B:20]1([B:20]2[O:24][C:23]([CH3:26])([CH3:25])[C:22]([CH3:28])([CH3:27])[O:21]2)[O:24][C:23]([CH3:26])([CH3:25])[C:22]([CH3:28])([CH3:27])[O:21]1.ClCCl.C([O-])(=O)C.[K+]. (4) Given the product [C:14]([Si:1]([C:8]1[CH:13]=[CH:12][CH:11]=[CH:10][CH:9]=1)([C:2]1[CH:3]=[CH:4][CH:5]=[CH:6][CH:7]=1)[O:18][CH2:19][CH2:20][CH:21]1[CH2:24][CH:23]([O:25][CH:27]2[CH2:28][CH2:29][CH2:30][CH2:31][O:26]2)[CH2:22]1)([CH3:17])([CH3:15])[CH3:16], predict the reactants needed to synthesize it. The reactants are: [Si:1]([O:18][CH2:19][CH2:20][CH:21]1[CH2:24][CH:23]([OH:25])[CH2:22]1)([C:14]([CH3:17])([CH3:16])[CH3:15])([C:8]1[CH:13]=[CH:12][CH:11]=[CH:10][CH:9]=1)[C:2]1[CH:7]=[CH:6][CH:5]=[CH:4][CH:3]=1.[O:26]1[CH:31]=[CH:30][CH2:29][CH2:28][CH2:27]1.N1C=CC=CC=1.C1(C)C=CC(S(O)(=O)=O)=CC=1.